From a dataset of Reaction yield outcomes from USPTO patents with 853,638 reactions. Predict the reaction yield, written as a fraction of the theoretical maximum amount of product (1.0 means a 100% yield; for example, 0.34 means a 34% yield). The reactants are [CH:1]1([CH2:4][O:5][C:6]2[N:11]=[C:10]([C:12]([OH:14])=O)[CH:9]=[CH:8][C:7]=2[C:15]2([OH:19])[CH2:18][CH2:17][CH2:16]2)[CH2:3][CH2:2]1.Cl.[O:21]=[S:22]1(=[O:30])[CH2:26][CH:25]([C:27]([NH2:29])=[O:28])[NH:24][CH2:23]1. No catalyst specified. The product is [CH:1]1([CH2:4][O:5][C:6]2[N:11]=[C:10]([C:12]([N:24]3[CH:25]([C:27]([NH2:29])=[O:28])[CH2:26][S:22](=[O:30])(=[O:21])[CH2:23]3)=[O:14])[CH:9]=[CH:8][C:7]=2[C:15]2([OH:19])[CH2:18][CH2:17][CH2:16]2)[CH2:2][CH2:3]1. The yield is 0.0800.